Dataset: Experimentally validated miRNA-target interactions with 360,000+ pairs, plus equal number of negative samples. Task: Binary Classification. Given a miRNA mature sequence and a target amino acid sequence, predict their likelihood of interaction. (1) The miRNA is hsa-miR-485-5p with sequence AGAGGCUGGCCGUGAUGAAUUC. The protein sequence of the target gene is MAEKTQKSVKIAPGAVVCVESEIRGDVTIGPRTVIHPKARIIAEAGPIVIGEGNLIEEQALIINAYPDNITPDTEDPEPKPMIIGTNNVFEVGCYSQAMKMGDNNVIESKAYVGRNVILTSGCIIGACCNLNTFEVIPENTVIYGADCLRRVQTERPQPQTLQLDFLMKILPNYHHLKKTMKGSSTPVKN. Result: 1 (interaction). (2) The miRNA is hsa-miR-181d-5p with sequence AACAUUCAUUGUUGUCGGUGGGU. The protein sequence of the target gene is MDLVAFEDVAVNFTQEEWSLLDPSQKNLYREVMQETLRNLASIGEKWKDQNIEDQYKNPRNNLRSLLGERVDENTEENHCGETSSQIPDDTLNKKTSPGVKSCESSVCGEVFVGHSSLNRHIRADTAHKPSEYQEYGQEPYKCQQRKKAFRCHPSFQMQEKAHTGEKLYDCKECGKTFISHSSIQRHMIMHNGDGTYKCKFCGKACPCLSIYLIHERVHTGEKPYKCKQCGKAFSYSTSLQIHERTHTGEKPYECKECGKAFGSPNSLYEHRRTHTGEKPYECKQCGKAFRWFHSFQIHE.... Result: 1 (interaction). (3) The miRNA is rno-miR-17-5p with sequence CAAAGUGCUUACAGUGCAGGUAG. The protein sequence of the target gene is MTTEIGWWKLTFLRKKKSTPKVLYEIPDTYAQTEGDAEPPRPDAGGPNSDFNTRLEKIVDKSTKGKHVKVSNSGRFKEKKKVRATLAENPNLFDDHEEGRSSK. Result: 0 (no interaction). (4) The miRNA is hsa-miR-3176 with sequence ACUGGCCUGGGACUACCGG. The protein sequence of the target gene is MVLPLILTLVIVAPIFLWMYSWYISAIPKHYVKPGTKLQKKVHSNLRILEQKYHPSWWCPFGTTQTVVRQIFRDCPSLPFTREIVEFDDGGAAGIDWLIPEGADDTTPIVVFLPGITGSTHDSSYVLHPVKEARDKGWKCVVVNPRGLGGVKLRTTRTYNAATPHDFAFIAKMINERYPDAKKLGCGFSMGGMILWNYLAMTGENADLDGGMIVSSPWDPLVASDSIECFIPQLIFNSFIAKNLVDMVRPYRELFKDMVDFDEVCRCNTVRGFDRSFVIPMYGFKSCDDYYRQATLATKV.... Result: 0 (no interaction). (5) The miRNA is hsa-miR-1265 with sequence CAGGAUGUGGUCAAGUGUUGUU. The protein sequence of the target gene is MVAGMLGLREEKSEDQDLQGLRDKPLKFKKAKKDKKEDKEGKHEPLQPSAHHSAEPAEAGKAETSESSGSAPAVPEASASPKQRRSIIRDRGPMYDDPTLPEGWTRKLKQRKSGRSAGKYDVYLINPQGKAFRSKVELIAYFEKVGDTSLDPNDFDFTVTGRGSPSRREQKPPKKPKSPKAPGTGRGRGRPKGSGTGRPKAAASEGVQVKRVLEKSPGKLVVKMPFQASPGGKGEGGGATTSAQVMVIKRPGRKRKAEADPQAIPKKRGRKPGSVVAAAAAEAKKKAVKESSIRSVHETV.... Result: 0 (no interaction). (6) The miRNA is hsa-miR-2276-5p with sequence GCCCUCUGUCACCUUGCAGACG. The protein sequence of the target gene is MDSYLLMWGLLTFIMVPGCQAELCDDDPPEIPHATFKAMAYKEGTMLNCECKRGFRRIKSGSLYMLCTGNSSHSSWDNQCQCTSSATRNTTKQVTPQPEEQKERKTTEMQSPMQPVDQASLPGHCREPPPWENEATERIYHFVVGQMVYYQCVQGYRALHRGPAESVCKMTHGKTRWTQPQLICTGEMETSQFPGEEKPQASPEGRPESETSCLVTTTDFQIQTEMAATMETSIFTTEYQVAVAGCVFLLISVLLLSGLTWQRRQRKSRRTI. Result: 1 (interaction). (7) The miRNA is hsa-miR-34a-5p with sequence UGGCAGUGUCUUAGCUGGUUGU. The protein sequence of the target gene is MVPGEENQLVPKEDVFWRCRQNIFDEMKKKFLQIENAAEEPRVLCIIQDTTNSKTVNERITLNLPASTPVRKLFEDVANKVGYINGTFDLVWGNGINTADMAPLDHTSDKSLLDANFEPGKKNFLHLTDKDGEQPQILLEDSSAGEDSVHDRFIGPLPREGSGGSTSDYVSQSYSYSSILNKSETGYVGLVNQAMTCYLNSLLQTLFMTPEFRNALYKWEFEESEEDPVTSIPYQLQRLFVLLQTSKKRAIETTDVTRSFGWDSSEAWQQHDVQELCRVMFDALEQKWKQTEQADLINEL.... Result: 1 (interaction).